From a dataset of Catalyst prediction with 721,799 reactions and 888 catalyst types from USPTO. Predict which catalyst facilitates the given reaction. (1) Reactant: [C:1]1([C:7]2[NH:11][CH:10]=[C:9]([C:12](OCC)=[O:13])[CH:8]=2)[CH:6]=[CH:5][CH:4]=[CH:3][CH:2]=1.[H-].C([Al+]CC(C)C)C(C)C.O. Product: [C:1]1([C:7]2[NH:11][CH:10]=[C:9]([CH2:12][OH:13])[CH:8]=2)[CH:6]=[CH:5][CH:4]=[CH:3][CH:2]=1. The catalyst class is: 207. (2) Reactant: [CH:1]1([C:4]2[N:8]([CH:9]3[CH2:12][CH:11]([CH2:13][CH:14]([CH3:16])[CH3:15])[CH2:10]3)[N:7]=[N:6][C:5]=2[CH:17]([CH2:26][C:27](=[O:37])[NH:28][C:29]2[CH:34]=[CH:33][C:32]([CH3:35])=[CH:31][C:30]=2[CH3:36])[CH2:18][C:19]([O:21]C(C)(C)C)=[O:20])[CH2:3][CH2:2]1.FC(F)(F)C(O)=O. Product: [CH:1]1([C:4]2[N:8]([CH:9]3[CH2:10][CH:11]([CH2:13][CH:14]([CH3:15])[CH3:16])[CH2:12]3)[N:7]=[N:6][C:5]=2[CH:17]([CH2:26][C:27](=[O:37])[NH:28][C:29]2[CH:34]=[CH:33][C:32]([CH3:35])=[CH:31][C:30]=2[CH3:36])[CH2:18][C:19]([OH:21])=[O:20])[CH2:2][CH2:3]1. The catalyst class is: 22. (3) Reactant: [CH3:1][O:2][C:3]([C:5]1[CH:10]=[CH:9][C:8]([CH2:11][N:12]2[CH2:17][C@@H:16]3[CH2:18][C@H:13]2[CH2:14][N:15]3C(OC(C)(C)C)=O)=[CH:7][CH:6]=1)=[O:4].C([O-])([O-])=O.[K+].[K+]. Product: [C@H:13]12[CH2:18][C@H:16]([NH:15][CH2:14]1)[CH2:17][N:12]2[CH2:11][C:8]1[CH:9]=[CH:10][C:5]([C:3]([O:2][CH3:1])=[O:4])=[CH:6][CH:7]=1. The catalyst class is: 33. (4) Reactant: [CH3:1][C:2]1[CH:3]=[C:4]([N+:18]([O-:20])=[O:19])[CH:5]=[C:6]([CH3:17])[C:7]=1[O:8][C:9]1[CH:14]=[CH:13][C:12]([O:15][CH3:16])=[CH:11][CH:10]=1.[Br:21]N1C(=O)CCC1=O.FC(F)(F)C(O)=O. Product: [Br:21][C:13]1[CH:14]=[C:9]([CH:10]=[CH:11][C:12]=1[O:15][CH3:16])[O:8][C:7]1[C:6]([CH3:17])=[CH:5][C:4]([N+:18]([O-:20])=[O:19])=[CH:3][C:2]=1[CH3:1]. The catalyst class is: 22. (5) Reactant: CS(C)=O.C(Cl)(=O)C(Cl)=O.[CH:11]1([CH2:17][NH:18][C:19]2[O:20][C:21]3[CH:27]=[C:26]([O:28][C:29]4[CH:34]=[CH:33][N:32]=[C:31]([C:35]([NH2:37])=O)[CH:30]=4)[CH:25]=[CH:24][C:22]=3[N:23]=2)[CH2:16][CH2:15][CH2:14][CH2:13][CH2:12]1.C(N(CC)CC)C. Product: [CH:11]1([CH2:17][NH:18][C:19]2[O:20][C:21]3[CH:27]=[C:26]([O:28][C:29]4[CH:34]=[CH:33][N:32]=[C:31]([C:35]#[N:37])[CH:30]=4)[CH:25]=[CH:24][C:22]=3[N:23]=2)[CH2:12][CH2:13][CH2:14][CH2:15][CH2:16]1. The catalyst class is: 2. (6) Reactant: [CH:1]1([C:4]2[CH:5]=[N:6][C:7]([NH:17][C:18]3[CH:26]=[C:25]4[C:21]([C:22]([C:27]5[CH:32]=[CH:31][CH:30]=[CH:29][CH:28]=5)=[CH:23][NH:24]4)=[CH:20][CH:19]=3)=[C:8]([CH:16]=2)[C:9]([O:11]CCCC)=[O:10])[CH2:3][CH2:2]1.[OH-].[Na+].O.Cl. Product: [CH:1]1([C:4]2[CH:5]=[N:6][C:7]([NH:17][C:18]3[CH:26]=[C:25]4[C:21]([C:22]([C:27]5[CH:32]=[CH:31][CH:30]=[CH:29][CH:28]=5)=[CH:23][NH:24]4)=[CH:20][CH:19]=3)=[C:8]([CH:16]=2)[C:9]([OH:11])=[O:10])[CH2:2][CH2:3]1. The catalyst class is: 199.